Dataset: Reaction yield outcomes from USPTO patents with 853,638 reactions. Task: Predict the reaction yield, written as a fraction of the theoretical maximum amount of product (1.0 means a 100% yield; for example, 0.34 means a 34% yield). (1) The reactants are [C:1]([C:5]1[N:9]([CH2:10][CH:11]2[CH2:16][CH2:15][C:14]([F:18])([F:17])[CH2:13][CH2:12]2)[C:8]2[CH:19]=[CH:20][C:21]([S:23]([N:26]3[CH2:29][CH:28]([N:30]=[C:31]=[O:32])[CH2:27]3)(=[O:25])=[O:24])=[CH:22][C:7]=2[N:6]=1)([CH3:4])([CH3:3])[CH3:2].[CH2:33]([NH2:35])[CH3:34]. The catalyst is C1COCC1.CCOC(C)=O. The product is [C:1]([C:5]1[N:9]([CH2:10][CH:11]2[CH2:12][CH2:13][C:14]([F:17])([F:18])[CH2:15][CH2:16]2)[C:8]2[CH:19]=[CH:20][C:21]([S:23]([N:26]3[CH2:27][CH:28]([NH:30][C:31]([NH:35][CH2:33][CH3:34])=[O:32])[CH2:29]3)(=[O:25])=[O:24])=[CH:22][C:7]=2[N:6]=1)([CH3:4])([CH3:2])[CH3:3]. The yield is 0.440. (2) The reactants are [NH2:1][C@@:2]([C:6]1[CH:15]=[CH:14][C:13]2[C:8](=[CH:9][CH:10]=[C:11]([O:27][C@H:28]3[CH2:33][CH2:32][C@H:31]([C:34]([CH3:37])([CH3:36])[CH3:35])[CH2:30][CH2:29]3)[C:12]=2[C:16]2[CH:21]=[CH:20][C:19](OC(F)(F)F)=[CH:18][CH:17]=2)[CH:7]=1)([CH3:5])[CH2:3][OH:4].C([C@H]1CC[C@H](OC2C(C3C=CC=CC=3)=C3C(=CC=2)C=C([C@]2(C)COC(=O)N2)C=C3)CC1)(C)(C)C. No catalyst specified. The product is [NH2:1][C@@:2]([C:6]1[CH:15]=[CH:14][C:13]2[C:8](=[CH:9][CH:10]=[C:11]([O:27][C@H:28]3[CH2:29][CH2:30][C@H:31]([C:34]([CH3:37])([CH3:36])[CH3:35])[CH2:32][CH2:33]3)[C:12]=2[C:16]2[CH:17]=[CH:18][CH:19]=[CH:20][CH:21]=2)[CH:7]=1)([CH3:5])[CH2:3][OH:4]. The yield is 0.880. (3) The reactants are C(=O)([O-])[O-].[K+].[K+].[C:7]1([OH:13])[CH:12]=[CH:11][CH:10]=[CH:9][CH:8]=1.Br[C:15]1[CH:20]=[CH:19][C:18]([N+:21]([O-:23])=[O:22])=[CH:17][C:16]=1[O:24][CH3:25]. The catalyst is CN(C=O)C. The product is [CH3:25][O:24][C:16]1[CH:17]=[C:18]([N+:21]([O-:23])=[O:22])[CH:19]=[CH:20][C:15]=1[O:13][C:7]1[CH:12]=[CH:11][CH:10]=[CH:9][CH:8]=1. The yield is 0.620. (4) The reactants are [Cl:1][C:2]1[CH:8]=[CH:7][C:5]([NH2:6])=[C:4]([I:9])[CH:3]=1.[C:10]1(=O)[CH2:15][CH2:14][CH2:13][C:12](=[O:16])[CH2:11]1.O.C1(C)C=CC(S(O)(=O)=O)=CC=1.CCOC(C)=O. The catalyst is C1(C)C=CC=CC=1. The product is [Cl:1][C:2]1[CH:8]=[CH:7][C:5]([NH:6][C:10]2[CH2:15][CH2:14][CH2:13][C:12](=[O:16])[CH:11]=2)=[C:4]([I:9])[CH:3]=1. The yield is 0.800. (5) The reactants are [CH:1]1[C:14]2[C:5](=[N:6][C:7]3[C:12]([N:13]=2)=[CH:11][CH:10]=[CH:9][CH:8]=3)[CH:4]=[CH:3][C:2]=1[C:15]([OH:17])=O.Cl.Cl.[NH2:20][CH:21]1[CH:26]2[CH2:27][CH2:28][N:23]([CH2:24][CH2:25]2)[CH2:22]1. No catalyst specified. The product is [N:23]12[CH2:28][CH2:27][CH:26]([CH2:25][CH2:24]1)[CH:21]([NH:20][C:15]([C:2]1[CH:3]=[CH:4][C:5]3[C:14](=[N:13][C:12]4[C:7]([N:6]=3)=[CH:8][CH:9]=[CH:10][CH:11]=4)[CH:1]=1)=[O:17])[CH2:22]2. The yield is 0.250. (6) The reactants are [CH2:1]([CH:3]1[CH2:11][C:6]2([O:10][CH2:9][CH2:8][O:7]2)[CH2:5][CH:4]1[C:12]1[N:16]2[C:17]3[CH:23]=[CH:22][N:21](S(C4C=CC(C)=CC=4)(=O)=O)[C:18]=3[N:19]=[CH:20][C:15]2=[N:14][N:13]=1)[CH3:2]. The catalyst is O1CCOCC1.[OH-].[Na+]. The product is [CH2:1]([CH:3]1[CH2:11][C:6]2([O:7][CH2:8][CH2:9][O:10]2)[CH2:5][CH:4]1[C:12]1[N:16]2[C:17]3[CH:23]=[CH:22][NH:21][C:18]=3[N:19]=[CH:20][C:15]2=[N:14][N:13]=1)[CH3:2]. The yield is 0.880. (7) The reactants are [F:1][CH:2]([F:12])[C:3]1[CH:10]=[C:9](F)[CH:8]=[CH:7][C:4]=1[CH:5]=[O:6].[NH:13]1[CH2:18][CH2:17][O:16][CH2:15][CH2:14]1.C([O-])([O-])=O.[K+].[K+]. The catalyst is CS(C)=O.O. The product is [F:1][CH:2]([F:12])[C:3]1[CH:10]=[C:9]([N:13]2[CH2:18][CH2:17][O:16][CH2:15][CH2:14]2)[CH:8]=[CH:7][C:4]=1[CH:5]=[O:6]. The yield is 0.520.